This data is from KCNQ2 potassium channel screen with 302,405 compounds. The task is: Binary Classification. Given a drug SMILES string, predict its activity (active/inactive) in a high-throughput screening assay against a specified biological target. (1) The compound is S(c1n(c2ccc(OC)cc2)c(O)cc(=O)n1)CC. The result is 0 (inactive). (2) The compound is Fc1ccc(C2C(C(=CC(Nc3ccc(cc3)C)=C2C(OC)=O)C)C(OC)=O)cc1. The result is 0 (inactive). (3) The molecule is O(c1c(ccc(OC)c1)/C=N\Nc1nncc2c1cccc2)C. The result is 0 (inactive). (4) The drug is Clc1c(S(=O)(=O)N2C(CC(OCC)=O)C(=O)NCC2)cccc1. The result is 0 (inactive). (5) The drug is O=C(N1CCc2c1cccc2)c1ccc(n2nc(cc2C)C)cc1. The result is 0 (inactive). (6) The molecule is S=C(NC(=O)c1ccccc1)NNC(=O)c1cc([N+]([O-])=O)ccc1. The result is 0 (inactive).